From a dataset of Catalyst prediction with 721,799 reactions and 888 catalyst types from USPTO. Predict which catalyst facilitates the given reaction. (1) Reactant: [CH2:1]1[C:9]2[C:4](=[CH:5][CH:6]=[CH:7][CH:8]=2)[CH2:3][CH:2]1[NH:10][C:11]1[N:12]=[CH:13][C:14]2[CH2:20][NH:19][CH2:18][CH2:17][C:15]=2[N:16]=1.[Br:21][C:22]1[CH:27]=[CH:26][N:25]=[C:24]([C:28](O)=[O:29])[CH:23]=1.Cl.CN(C)CCCN=C=NCC.N1C=CC(N)=CC=1. Product: [Br:21][C:22]1[CH:27]=[CH:26][N:25]=[C:24]([C:28]([N:19]2[CH2:18][CH2:17][C:15]3[N:16]=[C:11]([NH:10][CH:2]4[CH2:3][C:4]5[C:9](=[CH:8][CH:7]=[CH:6][CH:5]=5)[CH2:1]4)[N:12]=[CH:13][C:14]=3[CH2:20]2)=[O:29])[CH:23]=1. The catalyst class is: 4. (2) Reactant: [N+:1]([C:4]1[CH:9]=[CH:8][C:7]([N:10]2[CH2:15][CH2:14][CH2:13][O:12][C:11]2=[O:16])=[CH:6][CH:5]=1)([O-])=O.[H][H]. Product: [NH2:1][C:4]1[CH:5]=[CH:6][C:7]([N:10]2[CH2:15][CH2:14][CH2:13][O:12][C:11]2=[O:16])=[CH:8][CH:9]=1. The catalyst class is: 19. (3) Product: [CH2:1]([O:8][C:9]1[CH:10]=[C:11]([CH:12]=[C:27]([N+:24]([O-:26])=[O:25])[CH2:28][CH3:29])[CH:14]=[CH:15][C:16]=1[O:17][CH3:18])[C:2]1[CH:7]=[CH:6][CH:5]=[CH:4][CH:3]=1. The catalyst class is: 11. Reactant: [CH2:1]([O:8][C:9]1[CH:10]=[C:11]([CH:14]=[CH:15][C:16]=1[O:17][CH3:18])[CH:12]=O)[C:2]1[CH:7]=[CH:6][CH:5]=[CH:4][CH:3]=1.C([O-])(=O)C.[NH4+].[N+:24]([CH2:27][CH2:28][CH3:29])([O-:26])=[O:25]. (4) Reactant: Cl[C:2]1[C:7]([C:8]([C:10]2[NH:11][CH:12]=[CH:13][CH:14]=2)=O)=[CH:6][CH:5]=[C:4]([Cl:15])[N:3]=1.O.[NH2:17][NH2:18]. Product: [Cl:15][C:4]1[N:3]=[C:2]2[NH:17][N:18]=[C:8]([C:10]3[NH:11][CH:12]=[CH:13][CH:14]=3)[C:7]2=[CH:6][CH:5]=1. The catalyst class is: 8. (5) Reactant: [Cl:1][C:2]1[CH:7]=[CH:6][N:5]=[C:4]([C:8](=[O:19])[C:9]([C:11]2[CH:16]=[CH:15][C:14]([O:17]C)=[CH:13][CH:12]=2)=[O:10])[CH:3]=1.B(Br)(Br)Br.O.C(=O)([O-])O.[Na+]. Product: [Cl:1][C:2]1[CH:7]=[CH:6][N:5]=[C:4]([C:8](=[O:19])[C:9]([C:11]2[CH:16]=[CH:15][C:14]([OH:17])=[CH:13][CH:12]=2)=[O:10])[CH:3]=1. The catalyst class is: 4. (6) Reactant: Br[C:2]1[CH2:3][C:4]2[C:9]([CH:10]=1)=[C:8]([C:11]1[CH:16]=[C:15]([C:17]([CH3:20])([CH3:19])[CH3:18])[CH:14]=[C:13]([C:21]([CH3:24])([CH3:23])[CH3:22])[CH:12]=1)[CH:7]=[CH:6][CH:5]=2.[CH:25]1([Mg]Br)[CH2:27][CH2:26]1.O1CCCC1.Cl. Product: [CH:25]1([C:2]2[CH2:3][C:4]3[C:9]([CH:10]=2)=[C:8]([C:11]2[CH:12]=[C:13]([C:21]([CH3:24])([CH3:23])[CH3:22])[CH:14]=[C:15]([C:17]([CH3:20])([CH3:19])[CH3:18])[CH:16]=2)[CH:7]=[CH:6][CH:5]=3)[CH2:27][CH2:26]1. The catalyst class is: 11. (7) Reactant: [C:1]([O:5][C:6]([N:8]1[CH2:13][CH2:12][NH:11][CH2:10][C:9]1([CH3:15])[CH3:14])=[O:7])([CH3:4])([CH3:3])[CH3:2].[CH2:16]([O:23][C:24]1[CH:29]=[CH:28][C:27]([C:30]2[CH:31]=[C:32]([CH:46]=O)[C:33]3[C:38]([CH3:39])=[N:37][N:36]([CH:40]4[CH2:45][CH2:44][CH2:43][CH2:42][O:41]4)[C:34]=3[N:35]=2)=[C:26]([F:48])[CH:25]=1)[C:17]1[CH:22]=[CH:21][CH:20]=[CH:19][CH:18]=1.C(O[BH-](OC(=O)C)OC(=O)C)(=O)C.[Na+].[Cl-].[NH4+]. Product: [C:1]([O:5][C:6]([N:8]1[CH2:13][CH2:12][N:11]([CH2:46][C:32]2[CH:31]=[C:30]([C:27]3[CH:28]=[CH:29][C:24]([O:23][CH2:16][C:17]4[CH:18]=[CH:19][CH:20]=[CH:21][CH:22]=4)=[CH:25][C:26]=3[F:48])[N:35]=[C:34]3[N:36]([CH:40]4[CH2:45][CH2:44][CH2:43][CH2:42][O:41]4)[N:37]=[C:38]([CH3:39])[C:33]=23)[CH2:10][C:9]1([CH3:15])[CH3:14])=[O:7])([CH3:4])([CH3:2])[CH3:3]. The catalyst class is: 411. (8) Reactant: [CH:1]1N=[CH:4][N:3]([C:6]([N:8]2C=N[CH:10]=[CH:9]2)=[O:7])[CH:2]=1.CCN(CC)CC.N[C@H]1C2[C:24](=[C:25]([C:30]3[N:34]=[C:33]([C:35]4[CH:36]=[CH:37][C:38]([O:43][CH:44]([CH3:46])[CH3:45])=[C:39]([CH:42]=4)[C:40]#[N:41])[O:32][N:31]=3)[CH:26]=[CH:27][CH:28]=2)[CH2:23][CH2:22]1.Cl.N1CC([OH:52])C1. Product: [C:40]([C:39]1[CH:42]=[C:35]([C:33]2[O:32][N:31]=[C:30]([C:25]3[CH:26]=[CH:27][CH:28]=[C:10]4[C:24]=3[CH2:23][CH2:22][C@H:9]4[NH:8][C:6]([N:3]3[CH2:2][CH:1]([OH:52])[CH2:4]3)=[O:7])[N:34]=2)[CH:36]=[CH:37][C:38]=1[O:43][CH:44]([CH3:46])[CH3:45])#[N:41]. The catalyst class is: 2.